Dataset: Reaction yield outcomes from USPTO patents with 853,638 reactions. Task: Predict the reaction yield, written as a fraction of the theoretical maximum amount of product (1.0 means a 100% yield; for example, 0.34 means a 34% yield). (1) The reactants are [CH:1](OCC)=[O:2].C[O-].[Na+].[CH2:9]([C:16]1([C:23]#[C:24][Si:25]([CH3:28])([CH3:27])[CH3:26])[CH2:21][CH2:20][C:19](=[O:22])[CH:18]=[CH:17]1)[C:10]1[CH:15]=[CH:14][CH:13]=[CH:12][CH:11]=1. The catalyst is C1C=CC=CC=1.C(Cl)Cl.C(OCC)C. The product is [CH2:9]([C:16]1([C:23]#[C:24][Si:25]([CH3:26])([CH3:28])[CH3:27])[CH2:21][C:20](=[CH:1][OH:2])[C:19](=[O:22])[CH:18]=[CH:17]1)[C:10]1[CH:15]=[CH:14][CH:13]=[CH:12][CH:11]=1. The yield is 1.00. (2) The reactants are [N:1]([CH2:4][C:5]1[CH:20]=[CH:19][C:8]([CH2:9][C:10]2[CH:15]=[CH:14][C:13]([N+:16]([O-:18])=[O:17])=[CH:12][CH:11]=2)=[CH:7][CH:6]=1)=[N+]=[N-].O.C1(P(C2C=CC=CC=2)C2C=CC=CC=2)C=CC=CC=1. The catalyst is O1CCCC1. The product is [NH2:1][CH2:4][C:5]1[CH:20]=[CH:19][C:8]([CH2:9][C:10]2[CH:15]=[CH:14][C:13]([N+:16]([O-:18])=[O:17])=[CH:12][CH:11]=2)=[CH:7][CH:6]=1. The yield is 0.790. (3) The reactants are [N+:1]([C:4]1[CH:14]=[CH:13][C:7]([O:8][CH2:9][C:10]([OH:12])=[O:11])=[CH:6][CH:5]=1)([O-:3])=[O:2].C(N(CC)CC)C.Cl[CH2:23][C:24]([O:26][CH3:27])=[O:25]. The catalyst is CC(C)=O. The product is [CH3:27][O:26][C:24]([CH2:23][O:11][C:10](=[O:12])[CH2:9][O:8][C:7]1[CH:6]=[CH:5][C:4]([N+:1]([O-:3])=[O:2])=[CH:14][CH:13]=1)=[O:25]. The yield is 0.908. (4) No catalyst specified. The reactants are [F:1][C:2]1[CH:43]=[CH:42][CH:41]=[C:40]([F:44])[C:3]=1[CH2:4][N:5]1[C:10]2[S:11][C:12]([C:20]3[CH:25]=[CH:24][C:23]([NH:26][C:27]([NH:29][CH2:30][CH3:31])=[O:28])=[CH:22][CH:21]=3)=[C:13]([CH2:14][N:15]([CH2:17][CH2:18]O)[CH3:16])[C:9]=2[C:8](=[O:32])[N:7]([C:33]2[CH:38]=[CH:37][CH:36]=[CH:35][CH:34]=2)[C:6]1=[O:39].[OH:45][CH2:46][CH2:47][C:48]1[NH:49][CH:50]=[CH:51][N:52]=1. The yield is 0.150. The product is [F:44][C:40]1[CH:41]=[CH:42][CH:43]=[C:2]([F:1])[C:3]=1[CH2:4][N:5]1[C:10]2[S:11][C:12]([C:20]3[CH:21]=[CH:22][C:23]([NH:26][C:27]([NH:29][CH2:30][CH3:31])=[O:28])=[CH:24][CH:25]=3)=[C:13]([CH2:14][N:15]([CH2:17][CH2:18][N:49]3[CH:50]=[CH:51][N:52]=[C:48]3[CH2:47][CH2:46][OH:45])[CH3:16])[C:9]=2[C:8](=[O:32])[N:7]([C:33]2[CH:38]=[CH:37][CH:36]=[CH:35][CH:34]=2)[C:6]1=[O:39]. (5) The product is [N:1]1[CH:6]=[CH:5][CH:4]=[C:3]([N:7]2[C:11](=[O:12])[C:10](=[CH:20][C:19]3[CH:22]=[CH:23][C:24]([OH:25])=[C:17]([O:16][CH2:14][CH3:15])[CH:18]=3)[S:9][C:8]2=[S:13])[CH:2]=1. The yield is 0.580. The catalyst is C(O)(=O)C. The reactants are [N:1]1[CH:6]=[CH:5][CH:4]=[C:3]([N:7]2[C:11](=[O:12])[CH2:10][S:9][C:8]2=[S:13])[CH:2]=1.[CH2:14]([O:16][C:17]1[CH:18]=[C:19]([CH:22]=[CH:23][C:24]=1[OH:25])[CH:20]=O)[CH3:15].C([O-])(=O)C.[NH4+].O. (6) The reactants are Cl[CH2:2][C:3]([N:5]1[C:13]2[C:8](=[CH:9][C:10]([N+:14]([O-:16])=[O:15])=[CH:11][CH:12]=2)[CH:7]=[CH:6]1)=[O:4].[CH3:17][N:18]1[CH2:23][CH2:22][NH:21][CH2:20][CH2:19]1. The catalyst is C1(C)C=CC=CC=1. The product is [CH3:17][N:18]1[CH2:23][CH2:22][N:21]([CH2:2][C:3]([N:5]2[C:13]3[C:8](=[CH:9][C:10]([N+:14]([O-:16])=[O:15])=[CH:11][CH:12]=3)[CH:7]=[CH:6]2)=[O:4])[CH2:20][CH2:19]1. The yield is 0.560. (7) The reactants are Cl.[NH2:2][CH2:3][CH2:4][N:5]1[C:14]2[C:9](=[C:10]([C:15]3[CH:16]=[C:17]4[C:22](=[CH:23][CH:24]=3)[N:21]([CH3:25])[C:20](=[O:26])[CH2:19][CH2:18]4)[CH:11]=[N:12][CH:13]=2)[CH2:8][CH2:7][CH2:6]1.C(N(CC)CC)C.[CH2:34]([S:36](Cl)(=[O:38])=[O:37])[CH3:35].O. The catalyst is C(Cl)Cl. The product is [CH3:25][N:21]1[C:22]2[C:17](=[CH:16][C:15]([C:10]3[CH:11]=[N:12][CH:13]=[C:14]4[C:9]=3[CH2:8][CH2:7][CH2:6][N:5]4[CH2:4][CH2:3][NH:2][S:36]([CH2:34][CH3:35])(=[O:38])=[O:37])=[CH:24][CH:23]=2)[CH2:18][CH2:19][C:20]1=[O:26]. The yield is 0.290. (8) The reactants are [F:1][C:2]1[C:15]([NH:16][CH2:17][C:18]2[CH:23]=[C:22]([C:24]3[CH:29]=[CH:28][CH:27]=[C:26]([F:30])[CH:25]=3)[CH:21]=[CH:20][C:19]=2[F:31])=[C:14]([F:32])[CH:13]=[CH:12][C:3]=1[O:4][CH2:5][C:6](OC(C)C)=[O:7].O.[CH2:34]([NH2:36])[CH3:35]. No catalyst specified. The product is [F:1][C:2]1[C:15]([NH:16][CH2:17][C:18]2[CH:23]=[C:22]([C:24]3[CH:29]=[CH:28][CH:27]=[C:26]([F:30])[CH:25]=3)[CH:21]=[CH:20][C:19]=2[F:31])=[C:14]([F:32])[CH:13]=[CH:12][C:3]=1[O:4][CH2:5][C:6]([NH:36][CH2:34][CH3:35])=[O:7]. The yield is 0.800. (9) The reactants are C(O[C:6]([N:8]1[CH2:12][CH2:11][CH2:10][CH:9]1[C:13]1[NH:14][C:15]([C:18]2[CH:23]=[CH:22][C:21]([B:24]3[O:28][C:27]([CH3:30])([CH3:29])[C:26]([CH3:32])([CH3:31])[O:25]3)=[CH:20][CH:19]=2)=[CH:16][N:17]=1)=[O:7])(C)(C)C.Cl.[CH3:34][O:35][C:36]([NH:38][CH:39]([C:43]1[CH:48]=[CH:47][CH:46]=[CH:45][CH:44]=1)C(O)=O)=[O:37].CN(C(ON1N=NC2C=CC=NC1=2)=[N+](C)C)C.F[P-](F)(F)(F)(F)F.[O-]P([O-])([O-])=O.[K+].[K+].[K+]. The catalyst is C(Cl)Cl.CCOC(C)=O. The product is [CH3:34][O:35][C:36](=[O:37])[NH:38][CH:39]([C:43]1[CH:48]=[CH:47][CH:46]=[CH:45][CH:44]=1)[C:6](=[O:7])[N:8]1[CH2:12][CH2:11][CH2:10][CH:9]1[C:13]1[NH:14][C:15]([C:18]2[CH:23]=[CH:22][C:21]([B:24]3[O:25][C:26]([CH3:32])([CH3:31])[C:27]([CH3:30])([CH3:29])[O:28]3)=[CH:20][CH:19]=2)=[CH:16][N:17]=1. The yield is 0.790.